From a dataset of NCI-60 drug combinations with 297,098 pairs across 59 cell lines. Regression. Given two drug SMILES strings and cell line genomic features, predict the synergy score measuring deviation from expected non-interaction effect. (1) Drug 1: CS(=O)(=O)OCCCCOS(=O)(=O)C. Drug 2: C1CCC(C(C1)N)N.C(=O)(C(=O)[O-])[O-].[Pt+4]. Cell line: HCT-15. Synergy scores: CSS=40.6, Synergy_ZIP=-5.60, Synergy_Bliss=-4.91, Synergy_Loewe=-33.0, Synergy_HSA=-7.71. (2) Cell line: COLO 205. Synergy scores: CSS=48.7, Synergy_ZIP=-1.76, Synergy_Bliss=-2.34, Synergy_Loewe=-5.66, Synergy_HSA=-3.33. Drug 1: CC(CN1CC(=O)NC(=O)C1)N2CC(=O)NC(=O)C2. Drug 2: CC1=C(C=C(C=C1)NC(=O)C2=CC=C(C=C2)CN3CCN(CC3)C)NC4=NC=CC(=N4)C5=CN=CC=C5. (3) Drug 1: CC(C1=C(C=CC(=C1Cl)F)Cl)OC2=C(N=CC(=C2)C3=CN(N=C3)C4CCNCC4)N. Drug 2: C(CCl)NC(=O)N(CCCl)N=O. Cell line: U251. Synergy scores: CSS=-1.93, Synergy_ZIP=-1.35, Synergy_Bliss=-4.46, Synergy_Loewe=-5.04, Synergy_HSA=-4.83. (4) Cell line: BT-549. Drug 1: C1C(C(OC1N2C=NC3=C(N=C(N=C32)Cl)N)CO)O. Synergy scores: CSS=34.7, Synergy_ZIP=0.468, Synergy_Bliss=0.727, Synergy_Loewe=-23.1, Synergy_HSA=1.11. Drug 2: CCC(=C(C1=CC=CC=C1)C2=CC=C(C=C2)OCCN(C)C)C3=CC=CC=C3.C(C(=O)O)C(CC(=O)O)(C(=O)O)O. (5) Drug 1: C#CCC(CC1=CN=C2C(=N1)C(=NC(=N2)N)N)C3=CC=C(C=C3)C(=O)NC(CCC(=O)O)C(=O)O. Drug 2: CCC1(C2=C(COC1=O)C(=O)N3CC4=CC5=C(C=CC(=C5CN(C)C)O)N=C4C3=C2)O.Cl. Cell line: MALME-3M. Synergy scores: CSS=7.90, Synergy_ZIP=-5.47, Synergy_Bliss=-1.29, Synergy_Loewe=-2.50, Synergy_HSA=0.265.